Dataset: NCI-60 drug combinations with 297,098 pairs across 59 cell lines. Task: Regression. Given two drug SMILES strings and cell line genomic features, predict the synergy score measuring deviation from expected non-interaction effect. (1) Drug 1: C1C(C(OC1N2C=NC3=C2NC=NCC3O)CO)O. Drug 2: CC12CCC3C(C1CCC2OP(=O)(O)O)CCC4=C3C=CC(=C4)OC(=O)N(CCCl)CCCl.[Na+]. Cell line: U251. Synergy scores: CSS=-3.78, Synergy_ZIP=1.43, Synergy_Bliss=-0.224, Synergy_Loewe=-10.4, Synergy_HSA=-9.56. (2) Drug 1: CC1=C2C(C(=O)C3(C(CC4C(C3C(C(C2(C)C)(CC1OC(=O)C(C(C5=CC=CC=C5)NC(=O)C6=CC=CC=C6)O)O)OC(=O)C7=CC=CC=C7)(CO4)OC(=O)C)O)C)OC(=O)C. Drug 2: N.N.Cl[Pt+2]Cl. Cell line: HS 578T. Synergy scores: CSS=39.6, Synergy_ZIP=-4.31, Synergy_Bliss=-4.36, Synergy_Loewe=-39.2, Synergy_HSA=-4.80. (3) Drug 1: C1=C(C(=O)NC(=O)N1)F. Drug 2: CC=C1C(=O)NC(C(=O)OC2CC(=O)NC(C(=O)NC(CSSCCC=C2)C(=O)N1)C(C)C)C(C)C. Cell line: HS 578T. Synergy scores: CSS=75.7, Synergy_ZIP=-8.49, Synergy_Bliss=-5.68, Synergy_Loewe=-3.76, Synergy_HSA=-1.37. (4) Drug 2: CN(CCCl)CCCl.Cl. Drug 1: CC12CCC(CC1=CCC3C2CCC4(C3CC=C4C5=CN=CC=C5)C)O. Cell line: SF-295. Synergy scores: CSS=8.96, Synergy_ZIP=-4.96, Synergy_Bliss=-4.44, Synergy_Loewe=-4.44, Synergy_HSA=-3.50. (5) Drug 1: CS(=O)(=O)C1=CC(=C(C=C1)C(=O)NC2=CC(=C(C=C2)Cl)C3=CC=CC=N3)Cl. Drug 2: C1=C(C(=O)NC(=O)N1)N(CCCl)CCCl. Cell line: BT-549. Synergy scores: CSS=29.5, Synergy_ZIP=2.80, Synergy_Bliss=3.25, Synergy_Loewe=-9.01, Synergy_HSA=2.95. (6) Synergy scores: CSS=27.2, Synergy_ZIP=5.41, Synergy_Bliss=10.5, Synergy_Loewe=11.7, Synergy_HSA=12.3. Drug 1: CC1=CC=C(C=C1)C2=CC(=NN2C3=CC=C(C=C3)S(=O)(=O)N)C(F)(F)F. Cell line: HL-60(TB). Drug 2: CCN(CC)CCCC(C)NC1=C2C=C(C=CC2=NC3=C1C=CC(=C3)Cl)OC. (7) Drug 1: CC12CCC3C(C1CCC2O)C(CC4=C3C=CC(=C4)O)CCCCCCCCCS(=O)CCCC(C(F)(F)F)(F)F. Drug 2: CC1C(C(CC(O1)OC2CC(CC3=C2C(=C4C(=C3O)C(=O)C5=CC=CC=C5C4=O)O)(C(=O)C)O)N)O. Cell line: MCF7. Synergy scores: CSS=56.4, Synergy_ZIP=6.70, Synergy_Bliss=1.57, Synergy_Loewe=20.3, Synergy_HSA=10.9. (8) Drug 1: CC1=C2C(C(=O)C3(C(CC4C(C3C(C(C2(C)C)(CC1OC(=O)C(C(C5=CC=CC=C5)NC(=O)OC(C)(C)C)O)O)OC(=O)C6=CC=CC=C6)(CO4)OC(=O)C)OC)C)OC. Drug 2: CCCS(=O)(=O)NC1=C(C(=C(C=C1)F)C(=O)C2=CNC3=C2C=C(C=N3)C4=CC=C(C=C4)Cl)F. Cell line: NCI-H460. Synergy scores: CSS=44.0, Synergy_ZIP=2.75, Synergy_Bliss=-1.59, Synergy_Loewe=-25.9, Synergy_HSA=-3.06. (9) Drug 1: CC1=C2C(C(=O)C3(C(CC4C(C3C(C(C2(C)C)(CC1OC(=O)C(C(C5=CC=CC=C5)NC(=O)OC(C)(C)C)O)O)OC(=O)C6=CC=CC=C6)(CO4)OC(=O)C)OC)C)OC. Drug 2: CC(CN1CC(=O)NC(=O)C1)N2CC(=O)NC(=O)C2. Cell line: SK-MEL-2. Synergy scores: CSS=49.1, Synergy_ZIP=0.290, Synergy_Bliss=-1.32, Synergy_Loewe=-14.1, Synergy_HSA=2.35.